This data is from Forward reaction prediction with 1.9M reactions from USPTO patents (1976-2016). The task is: Predict the product of the given reaction. (1) Given the reactants [C:1]([C:3]1[CH:4]=[CH:5][C:6]([F:11])=[C:7]([CH:10]=1)[CH:8]=[O:9])#[N:2].[BH4-].[Na+], predict the reaction product. The product is: [F:11][C:6]1[CH:5]=[CH:4][C:3]([C:1]#[N:2])=[CH:10][C:7]=1[CH2:8][OH:9]. (2) Given the reactants [I:1]I.[NH2:3][C:4]1[CH:14]=[CH:13][C:12]([Br:15])=[C:6]2[C:7]([NH:9][C:10](=[O:11])[C:5]=12)=[O:8].S([O-])([O-])(=O)=S.[Na+].[Na+], predict the reaction product. The product is: [NH2:3][C:4]1[C:14]([I:1])=[CH:13][C:12]([Br:15])=[C:6]2[C:7]([NH:9][C:10](=[O:11])[C:5]=12)=[O:8]. (3) Given the reactants [NH2:1][C@@:2]([C:12]1[C:17]([F:18])=[CH:16][CH:15]=[C:14]([Br:19])[N:13]=1)([CH2:8][CH2:9][O:10][CH3:11])[C:3]([F:7])([F:6])[CH2:4][OH:5].[N+:20]([C:23]1[CH:33]=[CH:32]C=C[C:24]=1[C:25](N=C=S)=O)([O-:22])=[O:21].C1CCC(N=C=NC2CCCCC2)CC1.C([N:51]([CH2:54]C)[CH2:52][CH3:53])C.C1C[O:59]CC1, predict the reaction product. The product is: [Br:19][C:14]1[N:13]=[C:12]([C@:2]2([CH2:8][CH2:9][O:10][CH3:11])[C:3]([F:6])([F:7])[CH2:4][O:5][C:54]([NH:51][C:52](=[O:59])[C:53]3[CH:32]=[CH:33][C:23]([N+:20]([O-:22])=[O:21])=[CH:24][CH:25]=3)=[N:1]2)[C:17]([F:18])=[CH:16][CH:15]=1. (4) Given the reactants [C:1]([O:5][C:6]([C:8]1[CH:9]=[C:10]2[C:14](=[CH:15][CH:16]=1)[NH:13][CH:12]=[CH:11]2)=[O:7])([CH3:4])([CH3:3])[CH3:2].[Cl:17]N1C(=O)CCC1=O, predict the reaction product. The product is: [C:1]([O:5][C:6]([C:8]1[CH:9]=[C:10]2[C:14](=[CH:15][CH:16]=1)[NH:13][CH:12]=[C:11]2[Cl:17])=[O:7])([CH3:4])([CH3:2])[CH3:3]. (5) Given the reactants [Cl:1][C:2]1[C:9]([Cl:10])=[CH:8][CH:7]=[C:6]([N+:11]([O-:13])=[O:12])[C:3]=1[CH:4]=[O:5].[BH4-].[Na+].C(O)C.[Cl-].[NH4+], predict the reaction product. The product is: [Cl:1][C:2]1[C:9]([Cl:10])=[CH:8][CH:7]=[C:6]([N+:11]([O-:13])=[O:12])[C:3]=1[CH2:4][OH:5].